Dataset: Peptide-MHC class I binding affinity with 185,985 pairs from IEDB/IMGT. Task: Regression. Given a peptide amino acid sequence and an MHC pseudo amino acid sequence, predict their binding affinity value. This is MHC class I binding data. The peptide sequence is RTSKASLER. The MHC is HLA-B51:01 with pseudo-sequence HLA-B51:01. The binding affinity (normalized) is 0.